Dataset: Forward reaction prediction with 1.9M reactions from USPTO patents (1976-2016). Task: Predict the product of the given reaction. (1) Given the reactants [Cl:1][C:2]1[CH:11]=[C:10]2[C:5]([C:6](=O)[NH:7][C:8]([N:12]3[CH:16]=[C:15]([C:17]([O:19]CC)=[O:18])[CH:14]=[N:13]3)=[N:9]2)=[CH:4][C:3]=1[N:23]1[CH2:28][CH2:27][CH2:26][CH2:25][CH2:24]1.[NH:29]1[CH2:33][CH2:32][CH2:31][CH2:30]1, predict the reaction product. The product is: [Cl:1][C:2]1[CH:11]=[C:10]2[C:5]([C:6]([N:29]3[CH2:33][CH2:32][CH2:31][CH2:30]3)=[N:7][C:8]([N:12]3[CH:16]=[C:15]([C:17]([OH:19])=[O:18])[CH:14]=[N:13]3)=[N:9]2)=[CH:4][C:3]=1[N:23]1[CH2:28][CH2:27][CH2:26][CH2:25][CH2:24]1. (2) Given the reactants C(OC(=O)[NH:7][C:8]1[CH:13]=[CH:12][CH:11]=[C:10]([Cl:14])[C:9]=1[Br:15])(C)(C)C.C(O)(C(F)(F)F)=O, predict the reaction product. The product is: [Br:15][C:9]1[C:10]([Cl:14])=[CH:11][CH:12]=[CH:13][C:8]=1[NH2:7]. (3) Given the reactants [CH3:1]COCC.C[Si](C=[N+]=[N-])(C)C.[Cl:13][C:14]1[CH:15]=[C:16]([C:42]([OH:44])=[O:43])[C:17]2[C:18]([CH:41]=1)=[N:19][N:20]([CH2:22][C:23]([C:39]#[N:40])([NH:25][C:26]([C:28]1[CH:33]=[CH:32][C:31]([O:34][C:35]([F:38])([F:37])[F:36])=[CH:30][CH:29]=1)=[O:27])[CH3:24])[N:21]=2, predict the reaction product. The product is: [Cl:13][C:14]1[CH:15]=[C:16]([C:42]([O:44][CH3:1])=[O:43])[C:17]2[C:18]([CH:41]=1)=[N:19][N:20]([CH2:22][C:23]([C:39]#[N:40])([NH:25][C:26]([C:28]1[CH:29]=[CH:30][C:31]([O:34][C:35]([F:37])([F:36])[F:38])=[CH:32][CH:33]=1)=[O:27])[CH3:24])[N:21]=2. (4) Given the reactants [C:1]([C:5]1[CH:9]=[C:8]([NH:10][C:11](=[O:13])[O-])[N:7]([C:14]2[CH:19]=[CH:18][CH:17]=[CH:16][CH:15]=2)[N:6]=1)([CH3:4])([CH3:3])[CH3:2].[Cl:20][C:21]1[CH:27]=[CH:26][C:25]([O:28][C:29]2[C:38]3[C:33](=[CH:34][C:35]([O:41][CH3:42])=[C:36]([O:39][CH3:40])[CH:37]=3)[N:32]=[CH:31][N:30]=2)=[CH:24][C:22]=1[NH2:23], predict the reaction product. The product is: [C:1]([C:5]1[CH:9]=[C:8]([NH:10][C:11]([NH:23][C:22]2[CH:24]=[C:25]([O:28][C:29]3[C:38]4[C:33](=[CH:34][C:35]([O:41][CH3:42])=[C:36]([O:39][CH3:40])[CH:37]=4)[N:32]=[CH:31][N:30]=3)[CH:26]=[CH:27][C:21]=2[Cl:20])=[O:13])[N:7]([C:14]2[CH:19]=[CH:18][CH:17]=[CH:16][CH:15]=2)[N:6]=1)([CH3:2])([CH3:3])[CH3:4]. (5) Given the reactants CN.[Br:3][C:4]1[CH:9]=[CH:8][CH:7]=[CH:6][C:5]=1[CH2:10][CH2:11][CH:12]=O.[C:14]([BH3-])#[N:15].[Na+].[OH-].[Na+].[C:20](O[C:20]([O:22][C:23]([CH3:26])([CH3:25])[CH3:24])=[O:21])([O:22][C:23]([CH3:26])([CH3:25])[CH3:24])=[O:21].C(N(CC)CC)C, predict the reaction product. The product is: [C:23]([O:22][C:20](=[O:21])[N:15]([CH2:12][CH2:11][CH2:10][C:5]1[CH:6]=[CH:7][CH:8]=[CH:9][C:4]=1[Br:3])[CH3:14])([CH3:26])([CH3:25])[CH3:24]. (6) Given the reactants [F:1][C:2]1[CH:3]=[C:4]2[C:9](=[CH:10][CH:11]=1)[N:8]=[C:7]([N:12]1[CH2:17][CH2:16][N:15](C=O)[CH2:14][CH2:13]1)[CH:6]=[CH:5]2.S(=O)(=O)(O)O, predict the reaction product. The product is: [F:1][C:2]1[CH:3]=[C:4]2[C:9](=[CH:10][CH:11]=1)[N:8]=[C:7]([N:12]1[CH2:13][CH2:14][NH:15][CH2:16][CH2:17]1)[CH:6]=[CH:5]2. (7) Given the reactants [CH3:1][C@H:2]1[C@@H:12]2[CH2:13][CH2:14][C@:15]3([CH3:19])[O:17][O:18][C@:11]42[C@H:5]([C@@H:6]([CH3:20])[C:7]([O:9][C@@H:10]4[O:16]3)=[O:8])[CH2:4][CH2:3]1.[BH4-].[Na+].[OH-:23].[K+].[CH3:25][OH:26], predict the reaction product. The product is: [CH3:1][C@@H:2]1[C@H:12]2[CH2:13][CH2:14][C@@:15]3([CH3:19])[O:17][O:18][C@@:11]42[C@H:5]([C@H:6]([CH3:20])[C@H:7]([O:8][CH2:1][C:2]2[CH:3]=[CH:4][C:5]([C:25]([OH:26])=[O:23])=[CH:11][CH:12]=2)[O:9][C@@H:10]4[O:16]3)[CH2:4][CH2:3]1. (8) Given the reactants [O:1]1[CH2:6][CH2:5][CH2:4][CH:3]([CH2:7][OH:8])[CH2:2]1.C(N(CC)CC)C.[S:16](Cl)([CH3:19])(=[O:18])=[O:17], predict the reaction product. The product is: [CH3:19][S:16]([O:8][CH2:7][CH:3]1[CH2:4][CH2:5][CH2:6][O:1][CH2:2]1)(=[O:18])=[O:17].